From a dataset of Reaction yield outcomes from USPTO patents with 853,638 reactions. Predict the reaction yield, written as a fraction of the theoretical maximum amount of product (1.0 means a 100% yield; for example, 0.34 means a 34% yield). (1) The reactants are [Cl:1][C:2]1[CH:11]=[CH:10][C:5]([C:6](OC)=[O:7])=[C:4]([NH:12][C:13]2[CH:18]=[C:17]([O:19][CH2:20][O:21][CH2:22][CH2:23][Si:24]([CH3:27])([CH3:26])[CH3:25])[C:16]([O:28][CH3:29])=[CH:15][C:14]=2[N+:30]([O-])=O)[CH:3]=1.O[Li].O.C(N(CC)CC)C.O.O.Cl[Sn]Cl.CN(C(ON1N=NC2C=CC=NC1=2)=[N+](C)C)C.F[P-](F)(F)(F)(F)F. The catalyst is CN(C=O)C.O.C1COCC1.CO. The product is [Cl:1][C:2]1[CH:11]=[CH:10][C:5]2[C:6](=[O:7])[NH:30][C:14]3[CH:15]=[C:16]([O:28][CH3:29])[C:17]([O:19][CH2:20][O:21][CH2:22][CH2:23][Si:24]([CH3:25])([CH3:27])[CH3:26])=[CH:18][C:13]=3[NH:12][C:4]=2[CH:3]=1. The yield is 0.890. (2) The reactants are Br[C:2]1[C:10]2[S:9][C:8]([NH:11][C:12]([NH:14][CH2:15][CH3:16])=[O:13])=[N:7][C:6]=2[CH:5]=[C:4]([C:17]2[CH:18]=[N:19][C:20]([N:23]3[CH2:28][CH2:27][C:26]([CH3:34])([C:29]([O:31][CH2:32][CH3:33])=[O:30])[CH2:25][CH2:24]3)=[N:21][CH:22]=2)[CH:3]=1.B1(B2OCC(C)(C)CO2)OCC(C)(C)CO1.C([O-])(=O)C.[K+].Cl[C:57]1[CH:62]=[C:61]([CH3:63])[CH:60]=[CH:59][N:58]=1.C([O-])([O-])=O.[Cs+].[Cs+]. The catalyst is CS(C)=O. The product is [CH2:15]([NH:14][C:12]([NH:11][C:8]1[S:9][C:10]2[C:2]([C:57]3[CH:62]=[C:61]([CH3:63])[CH:60]=[CH:59][N:58]=3)=[CH:3][C:4]([C:17]3[CH:22]=[N:21][C:20]([N:23]4[CH2:24][CH2:25][C:26]([CH3:34])([C:29]([O:31][CH2:32][CH3:33])=[O:30])[CH2:27][CH2:28]4)=[N:19][CH:18]=3)=[CH:5][C:6]=2[N:7]=1)=[O:13])[CH3:16]. The yield is 0.0300. (3) The reactants are Br[C:2]1[CH:11]=[CH:10][C:9]([Cl:12])=[CH:8][C:3]=1[C:4]([O:6][CH3:7])=[O:5].[C:13]([Si:15]([CH3:18])([CH3:17])[CH3:16])#[CH:14]. The catalyst is [Cu]I.CC([O-])=O.CC([O-])=O.[Pd+2].C1(P(C2C=CC=CC=2)C2C=CC=CC=2)C=CC=CC=1. The product is [Cl:12][C:9]1[CH:10]=[CH:11][C:2]([C:14]#[C:13][Si:15]([CH3:18])([CH3:17])[CH3:16])=[C:3]([CH:8]=1)[C:4]([O:6][CH3:7])=[O:5]. The yield is 1.02. (4) The yield is 0.820. The reactants are C(Cl)(=O)C(Cl)=O.CS(C)=O.[CH3:11][C:12]1[CH:13]=[C:14]([CH2:21][OH:22])[C:15]([CH2:19][OH:20])=[CH:16][C:17]=1[CH3:18].C(N(CC)CC)C. The product is [CH3:18][C:17]1[CH:16]=[C:15]([CH:19]=[O:20])[C:14](=[CH:13][C:12]=1[CH3:11])[CH:21]=[O:22]. The catalyst is ClCCl.ClCCl.CS(C)=O. (5) The reactants are [CH3:1][N:2]1[C:7](=[O:8])[C:6]([NH:9][C:10]2[CH:15]=[CH:14][N:13]=[C:12]([CH3:16])[N:11]=2)=[CH:5][C:4]([C:17]2[C:22]([CH:23]=[O:24])=[C:21]([N:25]3[CH2:36][CH2:35][N:34]4[C:27](=[CH:28][C:29]5[CH2:30][C:31]([CH3:38])([CH3:37])[CH2:32][C:33]=54)[C:26]3=[O:39])[N:20]=[CH:19][CH:18]=2)=[CH:3]1.[BH4-].[Na+]. The catalyst is CO.ClCCl. The product is [OH:24][CH2:23][C:22]1[C:21]([N:25]2[CH2:36][CH2:35][N:34]3[C:33]4[CH2:32][C:31]([CH3:37])([CH3:38])[CH2:30][C:29]=4[CH:28]=[C:27]3[C:26]2=[O:39])=[N:20][CH:19]=[CH:18][C:17]=1[C:4]1[CH:5]=[C:6]([NH:9][C:10]2[CH:15]=[CH:14][N:13]=[C:12]([CH3:16])[N:11]=2)[C:7](=[O:8])[N:2]([CH3:1])[CH:3]=1. The yield is 0.690. (6) The reactants are Cl.[CH3:2][O:3][C:4](=[O:9])[C@H:5]([CH2:7][OH:8])[NH2:6].[CH3:10][O:11][C:12]1[CH:13]=[C:14]([CH:18]=[CH:19][C:20]=1[N+:21]([O-:23])=[O:22])[C:15](O)=[O:16].CCN=C=NCCCN(C)C.Cl.C(N(CC)C(C)C)(C)C. The catalyst is CN(C1C=CN=CC=1)C.ClCCl. The product is [CH3:2][O:3][C:4](=[O:9])[C@H:5]([CH2:7][OH:8])[NH:6][C:15](=[O:16])[C:14]1[CH:18]=[CH:19][C:20]([N+:21]([O-:23])=[O:22])=[C:12]([O:11][CH3:10])[CH:13]=1. The yield is 0.690.